From a dataset of Reaction yield outcomes from USPTO patents with 853,638 reactions. Predict the reaction yield, written as a fraction of the theoretical maximum amount of product (1.0 means a 100% yield; for example, 0.34 means a 34% yield). (1) The reactants are S(Cl)(Cl)=O.[C:5]([C:7]1[C:8]([C:22]2[CH:27]=[CH:26][C:25]([Cl:28])=[CH:24][C:23]=2[Cl:29])=[C:9]([C:19]([OH:21])=O)[S:10][C:11]=1[C:12]1[CH:17]=[CH:16][N:15]=[C:14]([F:18])[CH:13]=1)#[N:6].C1(C)C=CC=CC=1.C(Cl)Cl.Cl.[CH3:41][NH:42][O:43][CH3:44]. No catalyst specified. The product is [C:5]([C:7]1[C:8]([C:22]2[CH:27]=[CH:26][C:25]([Cl:28])=[CH:24][C:23]=2[Cl:29])=[C:9]([C:19]([N:42]([O:43][CH3:44])[CH3:41])=[O:21])[S:10][C:11]=1[C:12]1[CH:17]=[CH:16][N:15]=[C:14]([F:18])[CH:13]=1)#[N:6]. The yield is 0.739. (2) The reactants are [H-].[Al+3].[Li+].[H-].[H-].[H-].[O:7]([CH:25]([C:29]1[CH:34]=[CH:33][N:32]=[CH:31][CH:30]=1)[CH2:26][C:27]#[N:28])[Si:8]([C:21]([CH3:24])([CH3:23])[CH3:22])([C:15]1[CH:20]=[CH:19][CH:18]=[CH:17][CH:16]=1)[C:9]1[CH:14]=[CH:13][CH:12]=[CH:11][CH:10]=1.C(OCC)(=O)C.[OH-].[Na+]. The catalyst is C(OCC)C.O. The product is [Si:8]([O:7][CH:25]([C:29]1[CH:34]=[CH:33][N:32]=[CH:31][CH:30]=1)[CH2:26][CH2:27][NH2:28])([C:21]([CH3:23])([CH3:24])[CH3:22])([C:15]1[CH:20]=[CH:19][CH:18]=[CH:17][CH:16]=1)[C:9]1[CH:10]=[CH:11][CH:12]=[CH:13][CH:14]=1. The yield is 0.178.